Task: Predict the product of the given reaction.. Dataset: Forward reaction prediction with 1.9M reactions from USPTO patents (1976-2016) (1) The product is: [C:15]([O:9][C:8]([C:5]1[C:4]([N+:11]([O-:13])=[O:12])=[CH:3][C:2]([Br:1])=[CH:7][N:6]=1)=[O:10])([CH3:17])([CH3:16])[CH3:14]. Given the reactants [Br:1][C:2]1[CH:3]=[C:4]([N+:11]([O-:13])=[O:12])[C:5]([C:8]([OH:10])=[O:9])=[N:6][CH:7]=1.[CH3:14][C:15](OC(OC(O[C:15]([CH3:17])([CH3:16])[CH3:14])=O)=O)([CH3:17])[CH3:16].C(=O)(O)[O-].[Na+], predict the reaction product. (2) Given the reactants [CH3:1][N:2]1[CH2:7][CH2:6][N:5]([C:8]2[C:17]3[C:12](=[CH:13][C:14]4[CH2:20][CH2:19][NH:18][C:15]=4[CH:16]=3)[CH:11]=[CH:10][N:9]=2)[CH2:4][CH2:3]1.[C:21]([C:23]1[CH:28]=[CH:27][C:26]([N:29]2[C:33]([CH2:34][CH3:35])=[C:32]([C:36](OCC)=[O:37])[CH:31]=[N:30]2)=[CH:25][CH:24]=1)#[N:22], predict the reaction product. The product is: [C:21]([C:23]1[CH:24]=[CH:25][C:26]([N:29]2[C:33]([CH2:34][CH3:35])=[C:32]([C:36]([N:18]3[C:15]4[CH:16]=[C:17]5[C:12]([CH:11]=[CH:10][N:9]=[C:8]5[N:5]5[CH2:4][CH2:3][N:2]([CH3:1])[CH2:7][CH2:6]5)=[CH:13][C:14]=4[CH2:20][CH2:19]3)=[O:37])[CH:31]=[N:30]2)=[CH:27][CH:28]=1)#[N:22].